This data is from Full USPTO retrosynthesis dataset with 1.9M reactions from patents (1976-2016). The task is: Predict the reactants needed to synthesize the given product. (1) Given the product [Cl:28][C:29]1[CH:30]=[C:31]([C:2]2[CH:27]=[CH:26][C:5]([CH2:6][O:7][C:8]3[CH:17]=[CH:16][CH:15]=[C:14]4[C:9]=3[CH:10]=[CH:11][C:12]([NH:18][S:19]([C:22]([F:24])([F:23])[F:25])(=[O:21])=[O:20])=[CH:13]4)=[CH:4][CH:3]=2)[CH:32]=[C:33]([Cl:35])[CH:34]=1, predict the reactants needed to synthesize it. The reactants are: Br[C:2]1[CH:27]=[CH:26][C:5]([CH2:6][O:7][C:8]2[CH:17]=[CH:16][CH:15]=[C:14]3[C:9]=2[CH:10]=[CH:11][C:12]([NH:18][S:19]([C:22]([F:25])([F:24])[F:23])(=[O:21])=[O:20])=[CH:13]3)=[CH:4][CH:3]=1.[Cl:28][C:29]1[CH:30]=[C:31](B(O)O)[CH:32]=[C:33]([Cl:35])[CH:34]=1.CS(C)=O. (2) Given the product [F:1][C@H:2]1[CH2:6][N:5]([C:7]([O:9][C:10]([CH3:12])([CH3:11])[CH3:13])=[O:8])[C@H:4]([C:14](=[O:37])[NH:15][CH2:16][C:17]2[C:22]([F:23])=[CH:21][N:20]=[C:19]([C:39]3[CH:40]=[CH:41][C:42]([S:45]([F:48])([F:46])([F:50])([F:47])[F:49])=[CH:43][CH:44]=3)[CH:18]=2)[CH2:3]1, predict the reactants needed to synthesize it. The reactants are: [F:1][C@H:2]1[CH2:6][N:5]([C:7]([O:9][C:10]([CH3:13])([CH3:12])[CH3:11])=[O:8])[C@H:4]([C:14](=[O:37])[NH:15][CH2:16][C:17]2[C:22]([F:23])=[CH:21][N:20]=[C:19]([Sn](CCCC)(CCCC)CCCC)[CH:18]=2)[CH2:3]1.Br[C:39]1[CH:44]=[CH:43][C:42]([S:45]([F:50])([F:49])([F:48])([F:47])[F:46])=[CH:41][CH:40]=1.[F-].[Cs+]. (3) Given the product [C:29]([O:32][C:38](=[O:47])[NH:35][C:19]1[CH:23]=[CH:24][C:25]([O:26][CH3:27])=[C:17]([O:16][C:11]2[N:10]=[C:9]3[S:8][C:7]([NH:6][C:4]([CH:1]4[CH2:2][CH2:3]4)=[O:5])=[N:15][C:14]3=[CH:13][CH:12]=2)[CH:18]=1)([CH3:31])([CH3:30])[CH3:28], predict the reactants needed to synthesize it. The reactants are: [CH:1]1([C:4]([NH:6][C:7]2[S:8][C:9]3[C:14]([N:15]=2)=[CH:13][CH:12]=[C:11]([O:16][C:17]2[CH:18]=[C:19]([CH:23]=[CH:24][C:25]=2[O:26][CH3:27])C(O)=O)[N:10]=3)=[O:5])[CH2:3][CH2:2]1.[CH3:28][C:29]([OH:32])([CH3:31])[CH3:30].C([N:35]([CH2:38]C)CC)C.C1(P(N=[N+]=[N-])(C2C=CC=CC=2)=[O:47])C=CC=CC=1. (4) Given the product [CH3:1][C:2]1[N:3]([C@H:8]2[CH2:15][C@@:14]3([C:16]([OH:18])=[O:17])[C@H:10]([CH2:11][CH2:12][CH2:13]3)[CH2:9]2)[C:4]([CH3:7])=[CH:5][CH:6]=1, predict the reactants needed to synthesize it. The reactants are: [CH3:1][C:2]1[N:3]([C@H:8]2[CH2:15][C@@:14]3([C:16]([O:18]C)=[O:17])[C@H:10]([CH2:11][CH2:12][CH2:13]3)[CH2:9]2)[C:4]([CH3:7])=[CH:5][CH:6]=1.[OH-].[Na+].Cl. (5) Given the product [C:66]([O:65][C:63]([N:22]([CH2:21][C@H:20]([O:70][Si:71]([C:74]([CH3:77])([CH3:76])[CH3:75])([CH3:72])[CH3:73])[C:12]1[CH:11]=[CH:10][C:9]([OH:8])=[C:18]2[C:13]=1[CH:14]=[CH:15][C:16](=[O:19])[NH:17]2)[CH2:23][CH2:24][CH2:25][CH2:26][CH2:27][O:28][C:29]1[CH:30]=[CH:31][C:32]([C:35]([OH:62])([C:56]2[CH:57]=[CH:58][CH:59]=[CH:60][CH:61]=2)[C:36]([O:38][CH2:39][CH:40]2[CH2:45][CH2:44][NH:43][CH2:42][CH2:41]2)=[O:37])=[CH:33][CH:34]=1)=[O:64])([CH3:69])([CH3:68])[CH3:67], predict the reactants needed to synthesize it. The reactants are: C([O:8][C:9]1[CH:10]=[CH:11][C:12]([C@@H:20]([O:70][Si:71]([C:74]([CH3:77])([CH3:76])[CH3:75])([CH3:73])[CH3:72])[CH2:21][N:22]([C:63]([O:65][C:66]([CH3:69])([CH3:68])[CH3:67])=[O:64])[CH2:23][CH2:24][CH2:25][CH2:26][CH2:27][O:28][C:29]2[CH:34]=[CH:33][C:32]([C:35]([OH:62])([C:56]3[CH:61]=[CH:60][CH:59]=[CH:58][CH:57]=3)[C:36]([O:38][CH2:39][CH:40]3[CH2:45][CH2:44][N:43](C(OCC4C=CC=CC=4)=O)[CH2:42][CH2:41]3)=[O:37])=[CH:31][CH:30]=2)=[C:13]2[C:18]=1[NH:17][C:16](=[O:19])[CH:15]=[CH:14]2)C1C=CC=CC=1.C(O)=O.